Dataset: Forward reaction prediction with 1.9M reactions from USPTO patents (1976-2016). Task: Predict the product of the given reaction. (1) Given the reactants Cl[C:2]1[N:7]=[C:6]([Cl:8])[N:5]=[CH:4][N:3]=1.CCN(C(C)C)C(C)C.[CH3:18][O:19][CH2:20][CH2:21][O:22][C:23]1[CH:28]=[CH:27][C:26]([NH2:29])=[CH:25][CH:24]=1, predict the reaction product. The product is: [Cl:8][C:6]1[N:5]=[CH:4][N:3]=[C:2]([NH:29][C:26]2[CH:25]=[CH:24][C:23]([O:22][CH2:21][CH2:20][O:19][CH3:18])=[CH:28][CH:27]=2)[N:7]=1. (2) Given the reactants [CH3:1][O:2][C:3]([C:5]1[CH:10]=[CH:9][C:8]([CH:11]([C:19]([O:21]C(C)(C)C)=[O:20])[C:12]([O:14]C(C)(C)C)=[O:13])=[CH:7][CH:6]=1)=[O:4], predict the reaction product. The product is: [CH3:1][O:2][C:3]([C:5]1[CH:6]=[CH:7][C:8]([CH:11]([C:19]([OH:21])=[O:20])[C:12]([OH:14])=[O:13])=[CH:9][CH:10]=1)=[O:4].